Task: Predict which catalyst facilitates the given reaction.. Dataset: Catalyst prediction with 721,799 reactions and 888 catalyst types from USPTO (1) Product: [Br:1][C:2]1[C:10]2[NH:9][N:8]=[CH:7][C:6]=2[C:5]2[CH2:11][O:16][C:15](=[O:17])[C@H:14]([CH2:18][C:19]([OH:21])=[O:20])[CH2:13][C:4]=2[CH:3]=1. The catalyst class is: 11. Reactant: [Br:1][C:2]1[CH:3]=[C:4]([CH2:13][C@@H:14]([CH2:18][C:19]([OH:21])=[O:20])[C:15]([OH:17])=[O:16])[C:5]([CH2:11]O)=[C:6]2[C:10]=1[NH:9][N:8]=[CH:7]2.O.C1(C)C=CC(S(O)(=O)=O)=CC=1. (2) Reactant: [F:1][C:2]1[CH:3]=[CH:4][C:5]([C:8]([OH:10])=O)=[N:6][CH:7]=1.O[N:12]1C2N=CC=CC=2N=N1.C(Cl)CCl.[OH-].[NH4+].C([O-])(O)=O.[Na+]. Product: [F:1][C:2]1[CH:3]=[CH:4][C:5]([C:8]([NH2:12])=[O:10])=[N:6][CH:7]=1. The catalyst class is: 59.